This data is from Peptide-MHC class I binding affinity with 185,985 pairs from IEDB/IMGT. The task is: Regression. Given a peptide amino acid sequence and an MHC pseudo amino acid sequence, predict their binding affinity value. This is MHC class I binding data. (1) The peptide sequence is ATAQMALQL. The MHC is HLA-A02:03 with pseudo-sequence HLA-A02:03. The binding affinity (normalized) is 0.178. (2) The peptide sequence is SELPDFACS. The MHC is HLA-A02:01 with pseudo-sequence HLA-A02:01. The binding affinity (normalized) is 0. (3) The peptide sequence is FFSPFFFSL. The MHC is HLA-B58:01 with pseudo-sequence HLA-B58:01. The binding affinity (normalized) is 0.213. (4) The peptide sequence is GIADFIIFK. The MHC is HLA-B46:01 with pseudo-sequence HLA-B46:01. The binding affinity (normalized) is 0.0847. (5) The peptide sequence is AEIAQRLEDVF. The MHC is HLA-B44:02 with pseudo-sequence HLA-B44:02. The binding affinity (normalized) is 0.701. (6) The peptide sequence is DQDALFAYTK. The MHC is HLA-A11:01 with pseudo-sequence HLA-A11:01. The binding affinity (normalized) is 0.273. (7) The peptide sequence is IATLYCVHQR. The MHC is HLA-A26:02 with pseudo-sequence HLA-A26:02. The binding affinity (normalized) is 0.0847.